From a dataset of Forward reaction prediction with 1.9M reactions from USPTO patents (1976-2016). Predict the product of the given reaction. (1) Given the reactants [Cl:1][C:2]1[C:3]([C:14]([O:16]CC)=[O:15])=[N:4][O:5][C:6]=1[C:7]1[CH:12]=[CH:11][C:10]([Cl:13])=[CH:9][CH:8]=1.[OH-].[Na+].Cl, predict the reaction product. The product is: [Cl:1][C:2]1[C:3]([C:14]([OH:16])=[O:15])=[N:4][O:5][C:6]=1[C:7]1[CH:8]=[CH:9][C:10]([Cl:13])=[CH:11][CH:12]=1. (2) Given the reactants [Cl:1][C:2]1[CH:10]=[CH:9][C:5]([C:6]([OH:8])=[O:7])=[CH:4][N:3]=1.Cl[C:12]([O-])=O.O=S(Cl)Cl.C1(OC(Cl)=O)C=CC=CC=1.ClC(OC1C=CC([N+]([O-])=O)=CC=1)=O.N=C=N.C1N=CN(C(N2C=NC=C2)=O)C=1.C1CCC(N=C=NC2CCCCC2)CC1.C1C=CC2N(O)N=NC=2C=1.ON1C(=O)CCC1=O, predict the reaction product. The product is: [CH3:12][O:7][C:6](=[O:8])[C:5]1[CH:9]=[CH:10][C:2]([Cl:1])=[N:3][CH:4]=1. (3) Given the reactants [F:1][C:2]1[C:11]2[C:6](=[CH:7][CH:8]=[CH:9][CH:10]=2)[C:5]([S:12]([Cl:15])(=[O:14])=[O:13])=[CH:4][CH:3]=1.ClS(O)(=O)=O.FC1C=CC=C2C=1CCCC2, predict the reaction product. The product is: [F:1][C:2]1[C:11]2[CH2:10][CH2:9][CH2:8][CH2:7][C:6]=2[C:5]([S:12]([Cl:15])(=[O:13])=[O:14])=[CH:4][CH:3]=1. (4) Given the reactants [NH2:1][C@@H:2]([CH2:19][C:20]1[CH:25]=[CH:24][C:23]([NH:26][C:27]2[CH:32]=[C:31]([C:33]3[CH:38]=[CH:37][CH:36]=[CH:35][CH:34]=3)[N:30]=[CH:29][N:28]=2)=[CH:22][CH:21]=1)[C@H:3]([OH:18])[CH2:4][NH:5][C:6]1([C:9]2[CH:14]=[CH:13][CH:12]=[C:11]([CH:15]([CH3:17])[CH3:16])[CH:10]=2)[CH2:8][CH2:7]1.CCN(CC)CC.[C:46](O[C:46]([C:48]([F:51])([F:50])[F:49])=[O:47])([C:48]([F:51])([F:50])[F:49])=[O:47], predict the reaction product. The product is: [F:49][C:48]([F:51])([F:50])[C:46]([NH:1][C@@H:2]([CH2:19][C:20]1[CH:25]=[CH:24][C:23]([NH:26][C:27]2[CH:32]=[C:31]([C:33]3[CH:34]=[CH:35][CH:36]=[CH:37][CH:38]=3)[N:30]=[CH:29][N:28]=2)=[CH:22][CH:21]=1)[C@H:3]([OH:18])[CH2:4][NH:5][C:6]1([C:9]2[CH:14]=[CH:13][CH:12]=[C:11]([CH:15]([CH3:17])[CH3:16])[CH:10]=2)[CH2:8][CH2:7]1)=[O:47].